Dataset: Forward reaction prediction with 1.9M reactions from USPTO patents (1976-2016). Task: Predict the product of the given reaction. (1) The product is: [CH:1]1([C:4]2[N:8]([C:9]([O:11][C:12]([CH3:13])([CH3:14])[CH3:15])=[O:10])[C:7]3[CH:16]=[C:17]([C:29]4[C:30]([CH3:35])=[N:31][O:32][C:33]=4[CH3:34])[CH:18]=[C:19]([C:20]([C@@H:21]4[CH2:27][CH2:26][C:23]5([CH2:24][CH2:25]5)[O:22]4)=[O:28])[C:6]=3[N:5]=2)[CH2:2][CH2:3]1. Given the reactants [CH:1]1([C:4]2[N:8]([C:9]([O:11][C:12]([CH3:15])([CH3:14])[CH3:13])=[O:10])[C:7]3[CH:16]=[C:17]([C:29]4[C:30]([CH3:35])=[N:31][O:32][C:33]=4[CH3:34])[CH:18]=[C:19]([CH:20]([OH:28])[C@@H:21]4[CH2:27][CH2:26][C:23]5([CH2:25][CH2:24]5)[O:22]4)[C:6]=3[N:5]=2)[CH2:3][CH2:2]1.CC(OI1(OC(C)=O)(OC(C)=O)OC(=O)C2C=CC=CC1=2)=O, predict the reaction product. (2) Given the reactants Cl.Cl.[NH2:3][C@H:4]1[CH2:9][CH2:8][C@H:7]([C:10]([NH:12][C:13]2[C:17]3[CH:18]=[CH:19][CH:20]=[CH:21][C:16]=3[O:15][C:14]=2[C:22]([NH:24][C:25]2[CH:30]=[CH:29][C:28]([Cl:31])=[CH:27][N:26]=2)=[O:23])=[O:11])[CH2:6][CH2:5]1.CO[CH:34]1[CH2:38][CH2:37][CH:36](OC)O1.C([O-])(=O)C.[Na+], predict the reaction product. The product is: [N:3]1([C@H:4]2[CH2:9][CH2:8][C@H:7]([C:10]([NH:12][C:13]3[C:17]4[CH:18]=[CH:19][CH:20]=[CH:21][C:16]=4[O:15][C:14]=3[C:22]([NH:24][C:25]3[CH:30]=[CH:29][C:28]([Cl:31])=[CH:27][N:26]=3)=[O:23])=[O:11])[CH2:6][CH2:5]2)[CH:34]=[CH:38][CH:37]=[CH:36]1. (3) Given the reactants [CH:1]([C:3]1[CH:4]=[CH:5][C:6]([OH:12])=[C:7]([CH:11]=1)[C:8]([OH:10])=[O:9])=O.[S:13]1[CH2:17][C:16](=[O:18])[NH:15][C:14]1=[O:19].N1CCCCC1.C(O)(=O)C, predict the reaction product. The product is: [OH:12][C:6]1[CH:5]=[CH:4][C:3](/[CH:1]=[C:17]2/[C:16](=[O:18])[NH:15][C:14](=[O:19])[S:13]/2)=[CH:11][C:7]=1[C:8]([OH:10])=[O:9]. (4) Given the reactants [CH3:1][O:2][C:3]1[CH:4]=[C:5]([C:12]2[CH2:17][CH2:16][CH:15]([N:18]3[CH2:23][CH2:22][N:21](C(OC(C)(C)C)=O)[CH2:20][CH2:19]3)[CH2:14][CH:13]=2)[CH:6]=[CH:7][C:8]=1[N+:9]([O-:11])=[O:10], predict the reaction product. The product is: [CH3:1][O:2][C:3]1[CH:4]=[C:5]([C:12]2[CH2:17][CH2:16][CH:15]([N:18]3[CH2:23][CH2:22][NH:21][CH2:20][CH2:19]3)[CH2:14][CH:13]=2)[CH:6]=[CH:7][C:8]=1[N+:9]([O-:11])=[O:10]. (5) The product is: [CH:1]1([CH2:5][C:6]2[N:7]=[C:8]([C:29]3[N:33]=[C:32]([CH2:34][C:35]([CH3:40])([CH3:41])[C:36]([OH:38])=[O:37])[O:31][N:30]=3)[S:9][C:10]=2[C:11]2[CH:16]=[CH:15][C:14]([S:17](=[O:26])(=[O:25])[NH:18][C@@H:19]([CH3:24])[C:20]([F:22])([F:23])[F:21])=[C:13]([Cl:27])[C:12]=2[Cl:28])[CH2:4][CH2:3][CH2:2]1. Given the reactants [CH:1]1([CH2:5][C:6]2[N:7]=[C:8]([C:29]3[N:33]=[C:32]([CH2:34][C:35]([CH3:41])([CH3:40])[C:36]([O:38]C)=[O:37])[O:31][N:30]=3)[S:9][C:10]=2[C:11]2[CH:16]=[CH:15][C:14]([S:17](=[O:26])(=[O:25])[NH:18][C@@H:19]([CH3:24])[C:20]([F:23])([F:22])[F:21])=[C:13]([Cl:27])[C:12]=2[Cl:28])[CH2:4][CH2:3][CH2:2]1.O[Li].O, predict the reaction product. (6) Given the reactants [F:1][C:2]([F:12])([F:11])[O:3][C:4]1[CH:10]=[CH:9][C:7]([NH2:8])=[CH:6][CH:5]=1.[Br:13][C:14]1[CH:15]=[CH:16][C:17]2[N:18]([CH:20]=[C:21]([C:23](OCC)=[O:24])[N:22]=2)[CH:19]=1, predict the reaction product. The product is: [Br:13][C:14]1[CH:15]=[CH:16][C:17]2[N:18]([CH:20]=[C:21]([C:23]([NH:8][C:7]3[CH:9]=[CH:10][C:4]([O:3][C:2]([F:11])([F:12])[F:1])=[CH:5][CH:6]=3)=[O:24])[N:22]=2)[CH:19]=1. (7) Given the reactants [NH2:1][CH:2]([C:6]1[N:7]([CH2:17][C:18]2[CH:23]=[CH:22][CH:21]=[CH:20][CH:19]=2)[C:8](=[O:16])[C:9]2[C:14]([CH3:15])=[N:13][S:12][C:10]=2[N:11]=1)[CH:3]([CH3:5])[CH3:4].[C:24]([O:28][C:29](=[O:34])[NH:30][CH2:31][CH:32]=O)([CH3:27])([CH3:26])[CH3:25].C(O[BH-](OC(=O)C)OC(=O)C)(=O)C.[Na+], predict the reaction product. The product is: [C:24]([O:28][C:29](=[O:34])[NH:30][CH2:31][CH2:32][NH:1][CH:2]([C:6]1[N:7]([CH2:17][C:18]2[CH:19]=[CH:20][CH:21]=[CH:22][CH:23]=2)[C:8](=[O:16])[C:9]2[C:14]([CH3:15])=[N:13][S:12][C:10]=2[N:11]=1)[CH:3]([CH3:5])[CH3:4])([CH3:27])([CH3:26])[CH3:25].